From a dataset of Aqueous solubility values for 9,982 compounds from the AqSolDB database. Regression/Classification. Given a drug SMILES string, predict its absorption, distribution, metabolism, or excretion properties. Task type varies by dataset: regression for continuous measurements (e.g., permeability, clearance, half-life) or binary classification for categorical outcomes (e.g., BBB penetration, CYP inhibition). For this dataset (solubility_aqsoldb), we predict Y. (1) The drug is O=C1CC(C(=O)O)Cc2ccccc21. The Y is -2.10 log mol/L. (2) The molecule is OCc1ccccc1Br. The Y is -2.16 log mol/L.